From a dataset of Catalyst prediction with 721,799 reactions and 888 catalyst types from USPTO. Predict which catalyst facilitates the given reaction. (1) Product: [Cl:1][C:2]1[CH:7]=[C:6]([F:8])[C:5]([CH:9]([CH:11]2[CH2:13][CH2:12]2)[C:32]2[C:31]3[C:35](=[C:27]([CH2:26][S:23]([CH3:22])(=[O:25])=[O:24])[CH:28]=[CH:29][CH:30]=3)[NH:34][CH:33]=2)=[C:4]([F:14])[CH:3]=1. Reactant: [Cl:1][C:2]1[CH:7]=[C:6]([F:8])[C:5]([CH:9]([CH:11]2[CH2:13][CH2:12]2)O)=[C:4]([F:14])[CH:3]=1.FC(F)(F)C(O)=O.[CH3:22][S:23]([CH2:26][C:27]1[CH:28]=[CH:29][CH:30]=[C:31]2[C:35]=1[NH:34][CH:33]=[CH:32]2)(=[O:25])=[O:24]. The catalyst class is: 4. (2) Reactant: [C:1]1([PH:11][C:12]2[C:21]3[C:16](=[CH:17][CH:18]=[CH:19][CH:20]=3)[CH:15]=[CH:14][CH:13]=2)[C:10]2[C:5](=[CH:6][CH:7]=[CH:8][CH:9]=2)[CH:4]=[CH:3][CH:2]=1.C(=CC(C=CC1C=CC=CC=1)=O)C1C=CC=CC=1.C1(P(CCC)C2C=CC=CC=2)C=CC=CC=1.FC(F)(F)S(O[C:62]1[CH:67]=[CH:66][CH:65]=[CH:64][C:63]=1[Br:68])(=O)=O.C(N(C(C)C)CC)(C)C.Cl. Product: [Br:68][C:63]1[CH:64]=[CH:65][CH:66]=[CH:67][C:62]=1[P:11]([C:12]1[C:21]2[C:16](=[CH:17][CH:18]=[CH:19][CH:20]=2)[CH:15]=[CH:14][CH:13]=1)[C:1]1[C:10]2[C:5](=[CH:6][CH:7]=[CH:8][CH:9]=2)[CH:4]=[CH:3][CH:2]=1. The catalyst class is: 11.